From a dataset of Peptide-MHC class II binding affinity with 134,281 pairs from IEDB. Regression. Given a peptide amino acid sequence and an MHC pseudo amino acid sequence, predict their binding affinity value. This is MHC class II binding data. (1) The peptide sequence is TMLLGMLMICSAA. The MHC is HLA-DQA10101-DQB10501 with pseudo-sequence HLA-DQA10101-DQB10501. The binding affinity (normalized) is 0.193. (2) The peptide sequence is LVDANGTLHDKKSMG. The MHC is HLA-DPA10103-DPB10201 with pseudo-sequence HLA-DPA10103-DPB10201. The binding affinity (normalized) is 0.0648. (3) The peptide sequence is PHHTALRQAILCWGELMTLA. The MHC is DRB4_0101 with pseudo-sequence DRB4_0103. The binding affinity (normalized) is 0.642. (4) The peptide sequence is MVFTPLLALATNLTE. The MHC is DRB1_1101 with pseudo-sequence DRB1_1101. The binding affinity (normalized) is 0.712. (5) The peptide sequence is KKPVKLASIVKASFEEG. The binding affinity (normalized) is 0.851. The MHC is DRB5_0101 with pseudo-sequence DRB5_0101. (6) The peptide sequence is DLIFLARSALILRGS. The MHC is DRB1_1302 with pseudo-sequence DRB1_1302. The binding affinity (normalized) is 0.834. (7) The peptide sequence is VSIISILKGVINIWG. The MHC is DRB3_0101 with pseudo-sequence DRB3_0101. The binding affinity (normalized) is 0.246.